Predict the reaction yield, written as a fraction of the theoretical maximum amount of product (1.0 means a 100% yield; for example, 0.34 means a 34% yield). From a dataset of Reaction yield outcomes from USPTO patents with 853,638 reactions. (1) The reactants are [CH:1]1([C:4]2[CH:5]=[C:6]([C:14](=[O:29])[C:15]([C:17]3[CH:22]=[CH:21][CH:20]=[C:19]([C:23]#[C:24][CH2:25][CH2:26][CH2:27]O)[CH:18]=3)=[O:16])[CH:7]=[CH:8][C:9]=2[O:10][CH:11]([F:13])[F:12])[CH2:3][CH2:2]1.CN(S(F)(F)[F:34])C. The catalyst is ClCCl. The product is [CH:1]1([C:4]2[CH:5]=[C:6]([C:14](=[O:29])[C:15]([C:17]3[CH:22]=[CH:21][CH:20]=[C:19]([C:23]#[C:24][CH2:25][CH2:26][CH2:27][F:34])[CH:18]=3)=[O:16])[CH:7]=[CH:8][C:9]=2[O:10][CH:11]([F:13])[F:12])[CH2:2][CH2:3]1. The yield is 0.540. (2) The reactants are [F:1][C:2]1[CH:7]=[CH:6][C:5]([CH2:8][C:9]([NH2:11])=[O:10])=[CH:4][CH:3]=1.C(Cl)(=O)[C:13](Cl)=[O:14].[NH2:18][C:19]1[CH:37]=[CH:36][C:22]([O:23][C:24]2[N:29]=[CH:28][N:27]=[C:26]([NH:30][C:31](=[O:35])[N:32]([CH3:34])[CH3:33])[CH:25]=2)=[C:21]([F:38])[CH:20]=1.C(OCC)C. The catalyst is ClCCCl.CN(C)C=O.CCCCCC. The product is [F:38][C:21]1[CH:20]=[C:19]([NH:18][C:13]([NH:11][C:9](=[O:10])[CH2:8][C:5]2[CH:4]=[CH:3][C:2]([F:1])=[CH:7][CH:6]=2)=[O:14])[CH:37]=[CH:36][C:22]=1[O:23][C:24]1[N:29]=[CH:28][N:27]=[C:26]([NH:30][C:31](=[O:35])[N:32]([CH3:34])[CH3:33])[CH:25]=1. The yield is 0.498. (3) The reactants are [Cl:1][C:2]1[CH:7]=[C:6](I)[CH:5]=[C:4]([Cl:9])[N:3]=1.N#N.[F:12][C:13]1[CH:18]=[CH:17][C:16](B(O)O)=[CH:15][CH:14]=1.C(=O)([O-])[O-].[Na+].[Na+]. The catalyst is COCCOC.C1C=CC(P(C2C=CC=CC=2)[C-]2C=CC=C2)=CC=1.C1C=CC(P(C2C=CC=CC=2)[C-]2C=CC=C2)=CC=1.Cl[Pd]Cl.[Fe+2]. The product is [Cl:1][C:2]1[CH:7]=[C:6]([C:16]2[CH:17]=[CH:18][C:13]([F:12])=[CH:14][CH:15]=2)[CH:5]=[C:4]([Cl:9])[N:3]=1. The yield is 0.770. (4) The reactants are [F:1][C:2]([F:25])([F:24])[C:3]1[C:11]2[CH2:10][CH2:9][CH2:8][CH2:7][C:6]=2[N:5]([C:12]2[CH:17]=[CH:16][C:15]([CH2:18][NH:19][C:20](=[O:23])[CH:21]=[CH2:22])=[CH:14][CH:13]=2)[N:4]=1.[H-].[Na+].[CH3:28]I. The catalyst is CN(C)C=O. The product is [CH3:28][N:19]([CH2:18][C:15]1[CH:16]=[CH:17][C:12]([N:5]2[C:6]3[CH2:7][CH2:8][CH2:9][CH2:10][C:11]=3[C:3]([C:2]([F:1])([F:24])[F:25])=[N:4]2)=[CH:13][CH:14]=1)[C:20](=[O:23])[CH:21]=[CH2:22]. The yield is 0.260. (5) The reactants are C([O:8]C(N1CC[C@@H](O[N+]2([O-])C3C(=CC=CC=3)C=CC2)[C@H](F)C1)=O)C1C=CC=CC=1.[F:30][C@H:31]1[C@H:36]([O:37][C:38]2[CH:39]=[CH:40][CH:41]=[C:42]3[C:47]=2[N:46]=[CH:45][CH:44]=[CH:43]3)[CH2:35][CH2:34][N:33]([C:48]([O:50][CH2:51][C:52]2[CH:57]=[CH:56][CH:55]=[CH:54][CH:53]=2)=[O:49])[CH2:32]1.C1C=C(Cl)C=C(C(OO)=O)C=1.CC1C=C(Cl)C=CC=1OCCCC(O)=O.[O-]S([O-])(=S)=O.[Na+].[Na+].C([O-])(O)=O.[Na+].[Na+].[Cl-]. The catalyst is C(Cl)(Cl)Cl.CO. The product is [CH2:51]([O:50][C:48]([N:33]1[CH2:34][CH2:35][C@@H:36]([O:37][C:38]2[CH:39]=[CH:40][CH:41]=[C:42]3[C:47]=2[N+:46]([O-:8])=[CH:45][CH:44]=[CH:43]3)[C@H:31]([F:30])[CH2:32]1)=[O:49])[C:52]1[CH:57]=[CH:56][CH:55]=[CH:54][CH:53]=1. The yield is 0.960. (6) The reactants are [F:1][C:2]1[C:3]([N+:16]([O-])=O)=[CH:4][C:5]([N+:13]([O-])=O)=[C:6](/[CH:8]=[CH:9]/N(C)C)[CH:7]=1. The catalyst is [Ni].CCO. The product is [F:1][C:2]1[CH:7]=[C:6]2[C:5](=[CH:4][C:3]=1[NH2:16])[NH:13][CH:9]=[CH:8]2. The yield is 0.160.